This data is from Full USPTO retrosynthesis dataset with 1.9M reactions from patents (1976-2016). The task is: Predict the reactants needed to synthesize the given product. (1) Given the product [F:13][C:12]([F:14])([F:15])[C:7]1[C:8]2[CH:9]=[CH:10][CH:11]=[C:3]([OH:2])[C:4]=2[CH2:5][CH:6]=1, predict the reactants needed to synthesize it. The reactants are: C[O:2][C:3]1[CH:11]=[CH:10][CH:9]=[C:8]2[C:4]=1[CH2:5][CH:6]=[C:7]2[C:12]([F:15])([F:14])[F:13].B(Br)(Br)Br. (2) Given the product [OH:25][C:26]1([C:29]([N:22]2[CH2:21][CH2:20][N:19]([C:17]([C:14]3[CH:13]=[CH:12][C:11]([N:2]4[C:10]5[C:5](=[CH:6][CH:7]=[CH:8][CH:9]=5)[CH2:4][CH2:3]4)=[CH:16][CH:15]=3)=[O:18])[CH2:24][CH2:23]2)=[O:30])[CH2:28][CH2:27]1, predict the reactants needed to synthesize it. The reactants are: Cl.[N:2]1([C:11]2[CH:16]=[CH:15][C:14]([C:17]([N:19]3[CH2:24][CH2:23][NH:22][CH2:21][CH2:20]3)=[O:18])=[CH:13][CH:12]=2)[C:10]2[C:5](=[CH:6][CH:7]=[CH:8][CH:9]=2)[CH2:4][CH2:3]1.[OH:25][C:26]1([C:29](O)=[O:30])[CH2:28][CH2:27]1.CN(C(ON1N=NC2C=CC=CC1=2)=[N+](C)C)C.F[P-](F)(F)(F)(F)F.CCN(C(C)C)C(C)C. (3) Given the product [NH2:12][C:13]1[CH:18]=[CH:17][C:16]([C:19]([N:21]2[CH2:22][CH2:23][N:24]([CH2:27][C:28]3[CH:33]=[CH:32][C:31]([C:34]([O:43][Si:49]([C:45]([CH3:48])([CH3:47])[CH3:46])([CH3:52])[CH3:51])([C:35]([F:36])([F:37])[F:38])[C:39]([F:41])([F:42])[F:40])=[CH:30][CH:29]=3)[CH2:25][CH2:26]2)=[O:20])=[CH:15][C:14]=1[Cl:44], predict the reactants needed to synthesize it. The reactants are: N12CCCN=C1CCCCC2.[NH2:12][C:13]1[CH:18]=[CH:17][C:16]([C:19]([N:21]2[CH2:26][CH2:25][N:24]([CH2:27][C:28]3[CH:33]=[CH:32][C:31]([C:34]([OH:43])([C:39]([F:42])([F:41])[F:40])[C:35]([F:38])([F:37])[F:36])=[CH:30][CH:29]=3)[CH2:23][CH2:22]2)=[O:20])=[CH:15][C:14]=1[Cl:44].[C:45]([Si:49]([CH3:52])([CH3:51])Cl)([CH3:48])([CH3:47])[CH3:46]. (4) The reactants are: [C:1]1([CH2:7][O:8][C:9]2[CH:14]=[CH:13][CH:12]=[CH:11][C:10]=2[C:15]2[CH:16]=[C:17]([C:21]3[CH:26]=[CH:25][CH:24]=[CH:23][C:22]=3/[CH:27]=[CH:28]/[C:29](O)=[O:30])[CH:18]=[CH:19][CH:20]=2)[CH:6]=[CH:5][CH:4]=[CH:3][CH:2]=1.[S:32]1[CH:36]=[CH:35][CH:34]=[C:33]1[S:37]([NH-:40])(=[O:39])=[O:38].CCN=C=NCCCN(C)C.Cl. Given the product [C:1]1([CH2:7][O:8][C:9]2[CH:14]=[CH:13][CH:12]=[CH:11][C:10]=2[C:15]2[CH:16]=[C:17]([C:21]3[CH:26]=[CH:25][CH:24]=[CH:23][C:22]=3/[CH:27]=[CH:28]/[C:29]([NH:40][S:37]([C:33]3[S:32][CH:36]=[CH:35][CH:34]=3)(=[O:39])=[O:38])=[O:30])[CH:18]=[CH:19][CH:20]=2)[CH:6]=[CH:5][CH:4]=[CH:3][CH:2]=1, predict the reactants needed to synthesize it. (5) Given the product [C:1]([O:4][CH2:5][C@@H:6]1[C@@H:11]([O:12][C:13](=[O:15])[CH3:14])[C@H:10]([O:16][C:17](=[O:19])[CH3:18])[C@@H:9]([O:20][C:21](=[O:23])[CH3:22])[C@H:8]([N:24]2[C:32]3[C:27](=[C:28]([CH3:33])[CH:29]=[CH:30][CH:31]=3)[C:26]([CH2:34][C:35]3[CH:40]=[CH:39][C:38]([O:41][CH2:42][CH2:43][CH2:44][N:53]4[CH2:52][C:51]5([CH2:50][CH2:49][N:48]([C:57](=[O:67])[CH2:58][NH:59][C:60](=[O:61])[NH:62][CH2:63][CH:64]([CH3:65])[CH3:66])[CH2:47][CH2:46]5)[CH2:56][CH2:55][CH2:54]4)=[CH:37][CH:36]=3)=[CH:25]2)[O:7]1)(=[O:3])[CH3:2], predict the reactants needed to synthesize it. The reactants are: [C:1]([O:4][CH2:5][C@@H:6]1[C@@H:11]([O:12][C:13](=[O:15])[CH3:14])[C@H:10]([O:16][C:17](=[O:19])[CH3:18])[C@@H:9]([O:20][C:21](=[O:23])[CH3:22])[C@H:8]([N:24]2[C:32]3[C:27](=[C:28]([CH3:33])[CH:29]=[CH:30][CH:31]=3)[C:26]([CH2:34][C:35]3[CH:40]=[CH:39][C:38]([O:41][CH2:42][CH2:43][CH2:44]Cl)=[CH:37][CH:36]=3)=[CH:25]2)[O:7]1)(=[O:3])[CH3:2].[CH2:46]1[C:51]2([CH2:56][CH2:55][CH2:54][NH:53][CH2:52]2)[CH2:50][CH2:49][N:48]([C:57](=[O:67])[CH2:58][NH:59][C:60]([NH:62][CH2:63][CH:64]([CH3:66])[CH3:65])=[O:61])[CH2:47]1.C(=O)([O-])[O-].[K+].[K+].[I-].[K+].C(OC(=O)C)(=O)C. (6) Given the product [CH2:7]([O:6][C:4](=[O:5])[NH:1][C:2]([NH:13][CH2:12][CH2:11][N:10]([CH3:14])[CH3:9])=[O:3])[CH3:8], predict the reactants needed to synthesize it. The reactants are: [N:1]([C:4]([O:6][CH2:7][CH3:8])=[O:5])=[C:2]=[O:3].[CH3:9][N:10]([CH3:14])[CH2:11][CH2:12][NH2:13].